From a dataset of Human Reference Interactome with 51,813 positive PPI pairs across 8,248 proteins, plus equal number of experimentally-validated negative pairs. Binary Classification. Given two protein amino acid sequences, predict whether they physically interact or not. (1) Protein 1 (ENSG00000141401) has sequence MKPSGEDQAALAAGPWEECFQAAVQLALRAGQIIRKALTEEKRVSTKTSAADLVTETDHLVEDLIISELRERFPSHRFIAEEAAASGAKCVLTHSPTWIIDPIDGTCNFVHRFPTVAVSIGFAVRQELEFGVIYHCTEERLYTGRRGRGAFCNGQRLRVSGETDLSKALVLTEIGPKRDPATLKLFLSNMERLLHAKAHGVRVIGSSTLALCHLASGAADAYYQFGLHCWDLAAATVIIREAGGIVIDTSGGPLDLMACRVVAASTREMAMLIAQALQTINYGRDDEK*MKPSGEDQAAL.... Protein 2 (ENSG00000144744) has sequence MADGEEPMAVDGGCGDTGDWEGRWNHVKKFLERSGPFTHPDFEPSTESLQFLLDTCKVLVIGAGGLGCELLKNLALSGFRQIHVIDMDTIDVSNLNRQFLFRPKDIGRPKAEVAAEFLNDRVPNCNVVPHFNKIQDFNDTFYRQFHIIVCGLDSIIARRWINGMLISLLNYEDGVLDPSSIVPLIDGGTEGFKGNARVILPGMTACIECTLELYPPQVNFPMCTIASMPRLPEHCIEYVRMLQWPKEQPFGEGVPLDGDDPEHIQWIFQKSLERASQYNIRGVTYRLTQGVVKRIIPAVA.... Result: 1 (the proteins interact). (2) Protein 1 (ENSG00000185615) has sequence MSRQLLPVLLLLLLRASCPWGQEQGARSPSEEPPEEEIPKEDGILVLSRHTLGLALREHPALLVEFYAPWCGHCQALAPEYSKAAAVLAAESMVVTLAKVDGPAQRELAEEFGVTEYPTLKFFRNGNRTHPEEYTGPRDAEGIAEWLRRRVGPSAMRLEDEAAAQALIGGRDLVVIGFFQDLQDEDVATFLALAQDALDMTFGLTDRPRLFQQFGLTKDTVVLFKKFDEGRADFPVDEELGLDLGDLSRFLVTHSMRLVTEFNSQTSAKIFAARILNHLLLFVNQTLAAHRELLAGFGEA.... Protein 2 (ENSG00000130772) has sequence MEAPPVTMMPVTGGTINMMEYLLQGSVLDHSLESLIHRLRGLCDNMEPETFLDHEMVFLLKGQQASPFVLRARRSMDRAGAPWHLRYLGQPEMGDKNRHALVRNCVDIATSENLTDFLMEMGFRMDHEFVAKGHLFRKGIMKIMVYKIFRILVPGNTDSTEALSLSYLVELSVVAPAGQDMVSDDMKNFAEQLKPLVHLEKIDPKRLM*. Result: 0 (the proteins do not interact). (3) Protein 1 (ENSG00000108039) has sequence MAASRKPPRVRVNHQDFQLRNLRIIEPNEVTHSGDTGVETDGRMPPKVTSELLRQLRQAMRNSEYVTEPIQAYIIPSGDAHQSEYIAPCDCRRAFVSGFDGSAGTAIITEEHAAMWTDGRYFLQAAKQMDSNWTLMKMGLKDTPTQEDWLVSVLPEGSRVGVDPLIIPTDYWKKMAKVLRSAGHHLIPVKENLVDKIWTDRPERPCKPLLTLGLDYTGISWKDKVADLRLKMAERNVMWFVVTALDEIAWLFNLRGSDVEHNPVFFSYAIIGLETIMLFIDGDRIDAPSVKEHLLLDLGL.... Protein 2 (ENSG00000149930) has sequence MPAGGRAGSLKDPDVAELFFKDDPEKLFSDLREIGHGSFGAVYFARDVRNSEVVAIKKMSYSGKQSNEKWQDIIKEVRFLQKLRHPNTIQYRGCYLREHTAWLVMEYCLGSASDLLEVHKKPLQEVEIAAVTHGALQGLAYLHSHNMIHRDVKAGNILLSEPGLVKLGDFGSASIMAPANSFVGTPYWMAPEVILAMDEGQYDGKVDVWSLGITCIELAERKPPLFNMNAMSALYHIAQNESPVLQSGHWSEYFRNFVDSCLQKIPQDRPTSEVLLKHRFVLRERPPTVIMDLIQRTKDA.... Result: 0 (the proteins do not interact). (4) Result: 0 (the proteins do not interact). Protein 2 (ENSG00000198563) has sequence MAENDVDNELLDYEDDEVETAAGGDGAEAPAKKDVKGSYVSIHSSGFRDFLLKPELLRAIVDCGFEHPSEVQHECIPQAILGMDVLCQAKSGMGKTAVFVLATLQQLEPVTGQVSVLVMCHTRELAFQISKEYERFSKYMPNVKVAVFFGGLSIKKDEEVLKKNCPHIVVGTPGRILALARNKSLNLKHIKHFILDECDKMLEQLDMRRDVQEIFRMTPHEKQVMMFSATLSKEIRPVCRKFMQDPMEIFVDDETKLTLHGLQQYYVKLKDNEKNRKLFDLLDVLEFNQVVIFVKSVQRC.... Protein 1 (ENSG00000162981) has sequence MGNQLDRITHLNYSELPTGDPSGIEKDELRVGVAYFFSDDEEDLDERGQPDKFGVKAPPGCTPCPESPSRHHHHLLHQLVLNETQFSAFRGQECIFSKVSGGPQGADLSVYAVTALPALCEPGDLLELLWLQPAPEPPAPAPHWAVYVGGGQIIHLHQGEIRQDSLYEAGAANVGRVVNSWYRYRPLVAELVVQNACGHLGLKSEEICWTNSESFAAWCRFGKREFKAGGEVPAGTQPPQQQYYLKVHLGENKVHTARFHSLEDLIREKRRIDASGRLRVLQELADLVDDKE*. (5) Protein 1 (ENSG00000182107) has sequence MTWSATARGAHQPDNTAFTQQRLPAWQPLLSASIALPLFFCAGLAFIGLGLGLYYSSNGIKELEYDYTGDPGTGNCSVCAAAGQGRALPPPCSCAWYFSLPELFQGPVYLYYELTNFYQNNRRYGVSRDDAQLSGLPSALRHPVNECAPYQRSAAGLPIAPCGAIANSLFNDSFSLWHQRQPGGPYVEVPLDRSGIAWWTDYHVKFRNPPLVNGSLALAFQGTAPPPNWRRPVYELSPDPNNTGFINQDFVVWMRTAALPTFRKLYARIRQGNYSAGLPRGAYRVNITYNYPVRAFGGHK.... Protein 2 (ENSG00000168477) has sequence MMPAQYALTSSLVLLVLLSTARAGPFSSRSNVTLPAPRPPPQPGGHTVGAGVGSPSSQLYEHTVEGGEKQVVFTHRINLPPSTGCGCPPGTEPPVLASEVQALRVRLEILEELVKGLKEQCTGGCCPASAQAGTGQTDVRTLCSLHGVFDLSRCTCSCEPGWGGPTCSDPTDAEIPPSSPPSASGSCPDDCNDQGRCVRGRCVCFPGYTGPSCGWPSCPGDCQGRGRCVQGVCVCRAGFSGPDCSQRSCPRGCSQRGRCEGGRCVCDPGYTGDDCGMRSCPRGCSQRGRCENGRCVCNPG.... Result: 0 (the proteins do not interact).